Dataset: Full USPTO retrosynthesis dataset with 1.9M reactions from patents (1976-2016). Task: Predict the reactants needed to synthesize the given product. (1) Given the product [NH2:18][C:17]1[N:1]([C:3]2[CH:11]=[C:10]3[C:6]([CH2:7][CH2:8][C:9]3=[O:12])=[CH:5][CH:4]=2)[N:2]=[C:15]([C:14]([CH3:21])([CH3:20])[CH3:13])[CH:16]=1, predict the reactants needed to synthesize it. The reactants are: [NH:1]([C:3]1[CH:11]=[C:10]2[C:6]([CH2:7][CH2:8][C:9]2=[O:12])=[CH:5][CH:4]=1)[NH2:2].[CH3:13][C:14]([CH3:21])([CH3:20])[C:15](=O)[CH2:16][C:17]#[N:18].Cl. (2) Given the product [S:44]1[C:45]2[CH:51]=[CH:50][CH:49]=[CH:48][C:46]=2[N:47]=[C:43]1[C:2]1[N:3]=[C:4]2[C:10]3[CH:11]=[CH:12][CH:13]=[CH:14][C:9]=3[NH:8][C:7]3[N:15]=[CH:16][CH:17]=[CH:18][C:6]=3[N:5]2[C:19]=1[C:20]1[CH:25]=[CH:24][C:23]([C:26]2([NH:30][C:31](=[O:37])[O:32][C:33]([CH3:36])([CH3:34])[CH3:35])[CH2:29][CH2:28][CH2:27]2)=[CH:22][CH:21]=1, predict the reactants needed to synthesize it. The reactants are: Br[C:2]1[N:3]=[C:4]2[C:10]3[CH:11]=[CH:12][CH:13]=[CH:14][C:9]=3[NH:8][C:7]3[N:15]=[CH:16][CH:17]=[CH:18][C:6]=3[N:5]2[C:19]=1[C:20]1[CH:25]=[CH:24][C:23]([C:26]2([NH:30][C:31](=[O:37])[O:32][C:33]([CH3:36])([CH3:35])[CH3:34])[CH2:29][CH2:28][CH2:27]2)=[CH:22][CH:21]=1.C([Sn](CCCC)(CCCC)[C:43]1[S:44][C:45]2[CH:51]=[CH:50][CH:49]=[CH:48][C:46]=2[N:47]=1)CCC.[F-].[Cs+]. (3) Given the product [NH2:13][C:10]1[C:9]([S:2]([Cl:1])(=[O:5])=[O:3])=[CH:8][C:7]([Br:6])=[CH:12][N:11]=1, predict the reactants needed to synthesize it. The reactants are: [Cl:1][S:2]([OH:5])(=O)=[O:3].[Br:6][C:7]1[CH:8]=[CH:9][C:10]([NH2:13])=[N:11][CH:12]=1. (4) Given the product [Br:1][C:2]1[CH:3]=[C:4]([NH:8][CH:16]([C:18]2[CH:27]=[CH:26][C:25]3[C:20](=[CH:21][CH:22]=[CH:23][CH:24]=3)[CH:19]=2)[CH3:17])[CH:5]=[N:6][CH:7]=1, predict the reactants needed to synthesize it. The reactants are: [Br:1][C:2]1[CH:3]=[C:4]([NH2:8])[CH:5]=[N:6][CH:7]=1.[H-].[Na+].CS(O[CH:16]([C:18]1[CH:27]=[CH:26][C:25]2[C:20](=[CH:21][CH:22]=[CH:23][CH:24]=2)[CH:19]=1)[CH3:17])(=O)=O. (5) Given the product [Cl:28][C:25]1[CH:26]=[C:27]2[C:22](=[CH:23][CH:24]=1)[N:21]=[C:20]([CH3:29])[C:19]([CH3:30])=[C:18]2[N:14]1[C:9]2[CH:8]=[C:7]([N:4]3[CH2:5][CH2:6][O:1][CH2:2][CH2:3]3)[CH:16]=[CH:15][C:10]=2[O:11][CH2:12][CH2:13]1, predict the reactants needed to synthesize it. The reactants are: [O:1]1[CH2:6][CH2:5][N:4]([C:7]2[CH:16]=[CH:15][C:10]3[O:11][CH2:12][CH2:13][NH:14][C:9]=3[CH:8]=2)[CH2:3][CH2:2]1.Cl[C:18]1[C:27]2[C:22](=[CH:23][CH:24]=[C:25]([Cl:28])[CH:26]=2)[N:21]=[C:20]([CH3:29])[C:19]=1[CH3:30]. (6) Given the product [CH3:7][N:8]1[CH2:13][CH2:12][N:11]([C:15]2[CH:16]=[CH:17][C:18]([N+:25]([O-:27])=[O:26])=[C:19]([O:21][CH:22]([CH3:24])[CH3:23])[N:20]=2)[CH2:10][CH2:9]1, predict the reactants needed to synthesize it. The reactants are: C(=O)([O-])[O-].[K+].[K+].[CH3:7][N:8]1[CH2:13][CH2:12][NH:11][CH2:10][CH2:9]1.Cl[C:15]1[N:20]=[C:19]([O:21][CH:22]([CH3:24])[CH3:23])[C:18]([N+:25]([O-:27])=[O:26])=[CH:17][CH:16]=1.O.